From a dataset of Reaction yield outcomes from USPTO patents with 853,638 reactions. Predict the reaction yield, written as a fraction of the theoretical maximum amount of product (1.0 means a 100% yield; for example, 0.34 means a 34% yield). (1) The reactants are [C:1]([NH:8][CH2:9][CH2:10][NH2:11])([O:3]C(C)(C)C)=O.[C:12]1([CH3:21])[CH:17]=[CH:16][CH:15]=[C:14]([N:18]=C=O)[CH:13]=1. The catalyst is C(#N)C. The product is [CH3:21][C:12]1[CH:13]=[C:14]([NH:18][C:1]([NH:8][CH2:9][CH2:10][NH2:11])=[O:3])[CH:15]=[CH:16][CH:17]=1. The yield is 0.210. (2) The reactants are [CH3:1][C:2]1[C:12]([N+:13]([O-:15])=[O:14])=[CH:11][C:10]([N+:16]([O-:18])=[O:17])=[CH:9][C:3]=1[C:4]([O:6][CH2:7][CH3:8])=[O:5].C[C:20]([N:22]([CH3:24])[CH3:23])=O. The catalyst is CN(C=O)C. The product is [CH3:20][N:22]([CH3:24])/[CH:23]=[CH:1]/[C:2]1[C:12]([N+:13]([O-:15])=[O:14])=[CH:11][C:10]([N+:16]([O-:18])=[O:17])=[CH:9][C:3]=1[C:4]([O:6][CH2:7][CH3:8])=[O:5]. The yield is 0.480. (3) The reactants are [SH:1][C:2]1[CH:11]=[C:10]2[C:5]([C:6]([Br:16])=[N:7][N:8]([CH:13]([CH3:15])[CH3:14])[C:9]2=[O:12])=[CH:4][CH:3]=1.[H-].[Na+].Cl[CH2:20][CH2:21][S:22][CH3:23]. The catalyst is CN(C=O)C. The product is [Br:16][C:6]1[C:5]2[C:10](=[CH:11][C:2]([S:1][CH2:20][CH2:21][S:22][CH3:23])=[CH:3][CH:4]=2)[C:9](=[O:12])[N:8]([CH:13]([CH3:14])[CH3:15])[N:7]=1. The yield is 0.540. (4) The reactants are [NH2:1][C:2]1[CH:11]=[C:10]2[C:5]([CH:6]=[C:7]([C:15]3[C:16]([CH3:32])=[CH:17][C:18]([F:31])=[C:19]([NH:21][C:22]([NH:24][C:25]4[CH:30]=[CH:29][CH:28]=[CH:27][CH:26]=4)=[O:23])[CH:20]=3)[C:8](=[O:14])[N:9]2[CH2:12][CH3:13])=[CH:4][N:3]=1.Cl[C:34]([O:36][C:37]([CH3:39])=[CH2:38])=[O:35].O. The catalyst is N1C=CC=CC=1. The product is [CH2:12]([N:9]1[C:10]2[C:5](=[CH:4][N:3]=[C:2]([NH:1][C:34](=[O:35])[O:36][C:37]([CH3:39])=[CH2:38])[CH:11]=2)[CH:6]=[C:7]([C:15]2[CH:20]=[C:19]([NH:21][C:22]([NH:24][C:25]3[CH:26]=[CH:27][CH:28]=[CH:29][CH:30]=3)=[O:23])[C:18]([F:31])=[CH:17][C:16]=2[CH3:32])[C:8]1=[O:14])[CH3:13]. The yield is 0.860. (5) The reactants are [CH3:1][CH:2]1[N:8]2[C:9]3[N:15]=[C:14]([C:16]([OH:18])=O)[CH:13]=[CH:12][C:10]=3[CH:11]=[C:7]2[C:6](=[O:19])[NH:5][CH2:4][CH2:3]1.ClC(N(C)C)=C(C)C.[CH2:28]([C:35]1[O:39][N:38]=[C:37]([NH2:40])[CH:36]=1)[C:29]1[CH:34]=[CH:33][CH:32]=[CH:31][CH:30]=1.N1C=CC=CC=1. The catalyst is C(Cl)Cl. The product is [CH2:28]([C:35]1[O:39][N:38]=[C:37]([NH:40][C:16]([C:14]2[CH:13]=[CH:12][C:10]3[CH:11]=[C:7]4[C:6](=[O:19])[NH:5][CH2:4][CH2:3][CH:2]([CH3:1])[N:8]4[C:9]=3[N:15]=2)=[O:18])[CH:36]=1)[C:29]1[CH:30]=[CH:31][CH:32]=[CH:33][CH:34]=1. The yield is 0.160. (6) The reactants are [NH2:1][C:2]1[CH:10]=[C:9]([O:11][CH3:12])[CH:8]=[C:7]([O:13][CH3:14])[C:3]=1[C:4]([OH:6])=[O:5].[CH3:15][Si](C=[N+]=[N-])(C)C. The catalyst is CO.C1COCC1.C(OCC)C. The product is [NH2:1][C:2]1[CH:10]=[C:9]([O:11][CH3:12])[CH:8]=[C:7]([O:13][CH3:14])[C:3]=1[C:4]([O:6][CH3:15])=[O:5]. The yield is 0.760. (7) The reactants are [N:1]1([C:7]2[C:8]3[N:16]=[C:15]([C:17]4[CH:18]=[N:19][CH:20]=[CH:21][CH:22]=4)[S:14][C:9]=3[N:10]=[C:11]([NH2:13])[N:12]=2)[CH2:6][CH2:5][NH:4][CH2:3][CH2:2]1.[Cl:23][C:24]1[CH:29]=[CH:28][C:27]([N:30]=[C:31]=[O:32])=[CH:26][CH:25]=1. No catalyst specified. The product is [NH2:13][C:11]1[N:12]=[C:7]([N:1]2[CH2:6][CH2:5][N:4]([C:31]([NH:30][C:27]3[CH:28]=[CH:29][C:24]([Cl:23])=[CH:25][CH:26]=3)=[O:32])[CH2:3][CH2:2]2)[C:8]2[N:16]=[C:15]([C:17]3[CH:18]=[N:19][CH:20]=[CH:21][CH:22]=3)[S:14][C:9]=2[N:10]=1. The yield is 0.380.